From a dataset of TCR-epitope binding with 47,182 pairs between 192 epitopes and 23,139 TCRs. Binary Classification. Given a T-cell receptor sequence (or CDR3 region) and an epitope sequence, predict whether binding occurs between them. (1) The epitope is KRWIILGLNK. The TCR CDR3 sequence is CASSAQTGFLFF. Result: 1 (the TCR binds to the epitope). (2) The epitope is MPASWVMRI. The TCR CDR3 sequence is CASSQVDFRADRSSYNEQFF. Result: 0 (the TCR does not bind to the epitope). (3) The epitope is GILGFVFTL. The TCR CDR3 sequence is CASTPTGAEAFF. Result: 0 (the TCR does not bind to the epitope). (4) The epitope is GLIYNRMGAVTTEV. The TCR CDR3 sequence is CASSSLLGGGANVLTF. Result: 1 (the TCR binds to the epitope). (5) The TCR CDR3 sequence is CASSWGSHEQYF. The epitope is SQASSRSSSR. Result: 0 (the TCR does not bind to the epitope). (6) The epitope is VTIAEILLI. The TCR CDR3 sequence is CASSFYSSGRNSYF. Result: 0 (the TCR does not bind to the epitope). (7) The epitope is SLVKPSFYV. The TCR CDR3 sequence is CASSPIEGLAKNIQYF. Result: 0 (the TCR does not bind to the epitope).